Dataset: Full USPTO retrosynthesis dataset with 1.9M reactions from patents (1976-2016). Task: Predict the reactants needed to synthesize the given product. (1) Given the product [N:20]1([CH2:19][CH2:18][NH:17][C:13]2[N:12]=[C:11]3[N:10]([CH2:26][O:27][CH2:28][CH2:29][Si:30]([CH3:33])([CH3:32])[CH3:31])[N:9]=[C:8]([C:6]4[CH:5]=[CH:4][CH:3]=[C:2]([NH:42][CH2:41][C:36]5[CH:37]=[CH:38][S:34][CH:35]=5)[N:7]=4)[C:16]3=[CH:15][N:14]=2)[CH2:25][CH2:24][O:23][CH2:22][CH2:21]1, predict the reactants needed to synthesize it. The reactants are: Br[C:2]1[N:7]=[C:6]([C:8]2[C:16]3[C:11](=[N:12][C:13]([NH:17][CH2:18][CH2:19][N:20]4[CH2:25][CH2:24][O:23][CH2:22][CH2:21]4)=[N:14][CH:15]=3)[N:10]([CH2:26][O:27][CH2:28][CH2:29][Si:30]([CH3:33])([CH3:32])[CH3:31])[N:9]=2)[CH:5]=[CH:4][CH:3]=1.[S:34]1[CH:38]=[CH:37][C:36](NC)=[CH:35]1.[CH3:41][N:42](C1C(C2C(P(C3CCCCC3)C3CCCCC3)=CC=CC=2)=CC=CC=1)C.C(O[Na])(C)(C)C. (2) Given the product [NH2:1][C:2]1[CH:7]=[CH:6][C:5]([S:8]([O-:11])(=[O:9])=[O:10])=[CH:4][CH:3]=1.[NH4+:13], predict the reactants needed to synthesize it. The reactants are: [NH2:1][C:2]1[CH:7]=[CH:6][C:5]([S:8]([OH:11])(=[O:10])=[O:9])=[CH:4][CH:3]=1.O.[NH3:13]. (3) Given the product [S:6]1[C:10]([C:17]2[C:16]([Br:15])=[CH:21][N:20]=[C:19]([Cl:22])[N:18]=2)=[CH:9][C:8]2[CH:11]=[CH:12][CH:13]=[CH:14][C:7]1=2, predict the reactants needed to synthesize it. The reactants are: C([Li])CCC.[S:6]1[CH:10]=[CH:9][C:8]2[CH:11]=[CH:12][CH:13]=[CH:14][C:7]1=2.[Br:15][C:16]1[CH:17]=[N:18][C:19]([Cl:22])=[N:20][CH:21]=1.C(O)(=O)C.C(C1C(=O)C(Cl)=C(Cl)C(=O)C=1C#N)#N. (4) Given the product [NH2:16][C:14]1[CH:13]=[CH:12][C:11]([S:23]([NH:27][C:28]2[CH:29]=[CH:30][C:31]3[CH2:35][O:34][B:33]([OH:36])[C:32]=3[CH:37]=2)(=[O:24])=[O:25])=[C:10]([CH2:9][C:7]2[O:8][C:4]([CH2:1][CH2:2][CH3:3])=[N:5][N:6]=2)[CH:15]=1, predict the reactants needed to synthesize it. The reactants are: [CH2:1]([C:4]1[O:8][C:7]([CH2:9][C:10]2[CH:15]=[C:14]([NH:16]C(=O)C(F)(F)F)[CH:13]=[CH:12][C:11]=2[S:23](Cl)(=[O:25])=[O:24])=[N:6][N:5]=1)[CH2:2][CH3:3].[NH2:27][C:28]1[CH:29]=[CH:30][C:31]2[CH2:35][O:34][B:33]([OH:36])[C:32]=2[CH:37]=1.N1C=CC=CC=1. (5) Given the product [C:30]([C:2]1[CH:3]=[CH:4][C:5]([CH:8]2[CH2:9][CH2:10][N:11]([C:14]([C:16]3[CH:17]=[CH:18][C:19]([CH3:27])=[C:20]([NH:22][S:23]([CH3:26])(=[O:24])=[O:25])[CH:21]=3)=[O:15])[CH2:12][CH2:13]2)=[CH:6][CH:7]=1)#[CH:31], predict the reactants needed to synthesize it. The reactants are: Br[C:2]1[CH:7]=[CH:6][C:5]([CH:8]2[CH2:13][CH2:12][N:11]([C:14]([C:16]3[CH:17]=[CH:18][C:19]([CH3:27])=[C:20]([NH:22][S:23]([CH3:26])(=[O:25])=[O:24])[CH:21]=3)=[O:15])[CH2:10][CH2:9]2)=[CH:4][CH:3]=1.C[Si](C)(C)[C:30]#[CH:31]. (6) Given the product [CH3:19][C:14]1([CH3:20])[C:15]([CH3:18])([CH3:17])[O:16][B:12]([C:2]2[CH:3]=[N:4][CH:5]=[C:6]([C:8]([F:11])([F:10])[F:9])[CH:7]=2)[O:13]1, predict the reactants needed to synthesize it. The reactants are: Br[C:2]1[CH:3]=[N:4][CH:5]=[C:6]([C:8]([F:11])([F:10])[F:9])[CH:7]=1.[B:12]1([B:12]2[O:16][C:15]([CH3:18])([CH3:17])[C:14]([CH3:20])([CH3:19])[O:13]2)[O:16][C:15]([CH3:18])([CH3:17])[C:14]([CH3:20])([CH3:19])[O:13]1.C([O-])(=O)C.[K+].